This data is from Reaction yield outcomes from USPTO patents with 853,638 reactions. The task is: Predict the reaction yield, written as a fraction of the theoretical maximum amount of product (1.0 means a 100% yield; for example, 0.34 means a 34% yield). (1) The reactants are [N:1]1[CH:2]=[N:3][N:4]2[CH:9]=[C:8]([C:10]3[N:11]=[C:12]([CH:22]=O)[NH:13][C:14]=3[C:15]3[CH:20]=[CH:19][CH:18]=[C:17]([CH3:21])[N:16]=3)[CH:7]=[CH:6][C:5]=12.[CH:24]([C:26]1[CH:27]=[C:28]([CH:30]=[CH:31][CH:32]=1)[NH2:29])=[CH2:25].CC(O)=O.[BH-](OC(C)=O)(OC(C)=O)OC(C)=O.[Na+].C([O-])([O-])=O.[K+].[K+]. The catalyst is ClCCCl. The product is [N:1]1[CH:2]=[N:3][N:4]2[CH:9]=[C:8]([C:10]3[N:11]=[C:12]([CH2:22][NH:29][C:28]4[CH:30]=[CH:31][CH:32]=[C:26]([CH:24]=[CH2:25])[CH:27]=4)[NH:13][C:14]=3[C:15]3[CH:20]=[CH:19][CH:18]=[C:17]([CH3:21])[N:16]=3)[CH:7]=[CH:6][C:5]=12. The yield is 0.630. (2) The reactants are [C:1]1([C:7]2[N:12]=[CH:11][C:10]([C:13]#[N:14])=[CH:9][N:8]=2)[CH:6]=[CH:5][CH:4]=[CH:3][CH:2]=1.[C:15]([NH:23][NH2:24])(=O)[C:16]1[CH:21]=[CH:20][CH:19]=[CH:18][CH:17]=1. The catalyst is CC1C=CC=CC=1C.ClCCl.CO. The product is [C:1]1([C:7]2[N:12]=[CH:11][C:10]([C:13]3[NH:14][C:15]([C:16]4[CH:21]=[CH:20][CH:19]=[CH:18][CH:17]=4)=[N:23][N:24]=3)=[CH:9][N:8]=2)[CH:2]=[CH:3][CH:4]=[CH:5][CH:6]=1. The yield is 0.0600.